Dataset: Catalyst prediction with 721,799 reactions and 888 catalyst types from USPTO. Task: Predict which catalyst facilitates the given reaction. (1) Reactant: Cl[C:2]1[N:10]=[C:9]([I:11])[N:8]=[C:7]2[C:3]=1[N:4]=[CH:5][N:6]2[CH2:12][C:13]1[CH:18]=[CH:17][C:16]([CH2:19][OH:20])=[CH:15][CH:14]=1.[NH3:21]. Product: [NH2:21][C:2]1[N:10]=[C:9]([I:11])[N:8]=[C:7]2[C:3]=1[N:4]=[CH:5][N:6]2[CH2:12][C:13]1[CH:18]=[CH:17][C:16]([CH2:19][OH:20])=[CH:15][CH:14]=1. The catalyst class is: 1. (2) Reactant: [C:1]([O:5][C:6]([N:8]1[CH2:17][CH2:16][C:15]2[C:10](=[C:11]([NH:18][CH2:19][C:20](=[O:34])[N:21]([CH2:27][C:28]3[CH:33]=[CH:32][CH:31]=[CH:30][CH:29]=3)[CH2:22][CH2:23][N:24]([CH3:26])[CH3:25])[CH:12]=[CH:13][CH:14]=2)[CH2:9]1)=[O:7])([CH3:4])([CH3:3])[CH3:2].[C:35]([O:41][C:42]([C:44]([F:47])([F:46])[F:45])=[O:43])([C:37](F)(F)F)=[O:36]. Product: [CH3:44][CH2:42][O:41][C:35]([CH3:37])=[O:36].[CH3:1][OH:5].[NH3:8].[C:1]([O:5][C:6]([N:8]1[CH2:17][CH2:16][C:15]2[C:10](=[C:11]([N:18]([CH2:19][C:20](=[O:34])[N:21]([CH2:27][C:28]3[CH:29]=[CH:30][CH:31]=[CH:32][CH:33]=3)[CH2:22][CH2:23][N:24]([CH3:26])[CH3:25])[C:42](=[O:43])[C:44]([F:45])([F:46])[F:47])[CH:12]=[CH:13][CH:14]=2)[CH2:9]1)=[O:7])([CH3:4])([CH3:2])[CH3:3]. The catalyst class is: 2. (3) Reactant: [C:1]1([OH:7])[CH:6]=[CH:5][CH:4]=[CH:3][CH:2]=1.[F:8][CH:9]([CH2:23][CH2:24][N:25]1[CH:30]=[CH:29][C:28]([CH2:31]O)=[CH:27][C:26]1=[O:33])[CH2:10][N:11]1[CH:15]=[C:14]([C:16]([O:18][C:19]([CH3:22])([CH3:21])[CH3:20])=[O:17])[N:13]=[N:12]1.N(C(OC(C)(C)C)=O)NC(OC(C)(C)C)=O.C1(P(C2C=CC=CC=2)C2C=CC=CC=2)C=CC=CC=1. Product: [F:8][CH:9]([CH2:23][CH2:24][N:25]1[CH:30]=[CH:29][C:28]([CH2:31][O:7][C:1]2[CH:6]=[CH:5][CH:4]=[CH:3][CH:2]=2)=[CH:27][C:26]1=[O:33])[CH2:10][N:11]1[CH:15]=[C:14]([C:16]([O:18][C:19]([CH3:20])([CH3:22])[CH3:21])=[O:17])[N:13]=[N:12]1. The catalyst class is: 1. (4) Reactant: [F:1][C:2]([F:50])([F:49])[C:3]1[CH:4]=[C:5]([CH:42]=[C:43]([C:45]([F:48])([F:47])[F:46])[CH:44]=1)[C:6]([N:8]1[CH2:13][CH2:12][N:11]([CH2:14][CH2:15][N:16]2[CH2:21][CH2:20][O:19][C@H:18]([CH2:22][O:23][CH3:24])[CH2:17]2)[CH2:10][C@H:9]1[CH2:25][C:26]1[CH:31]=[CH:30][C:29]([CH3:32])=[C:28]([NH:33][CH2:34][N:35]2[C:39](=[O:40])[CH2:38][CH2:37][C:36]2=[O:41])[CH:27]=1)=[O:7].[BH4-].[Na+].O.C(OCC)(=O)C. Product: [F:48][C:45]([F:46])([F:47])[C:43]1[CH:42]=[C:5]([CH:4]=[C:3]([C:2]([F:1])([F:49])[F:50])[CH:44]=1)[C:6]([N:8]1[CH2:13][CH2:12][N:11]([CH2:14][CH2:15][N:16]2[CH2:21][CH2:20][O:19][C@H:18]([CH2:22][O:23][CH3:24])[CH2:17]2)[CH2:10][C@H:9]1[CH2:25][C:26]1[CH:31]=[CH:30][C:29]([CH3:32])=[C:28]([NH:33][CH3:34])[CH:27]=1)=[O:7].[F:47][C:45]([F:46])([F:48])[C:43]1[CH:42]=[C:5]([CH:4]=[C:3]([C:2]([F:50])([F:49])[F:1])[CH:44]=1)[C:6]([N:8]1[CH2:13][CH2:12][N:11]([CH2:14][CH2:15][N:16]2[CH2:21][CH2:20][O:19][C@H:18]([CH2:22][O:23][CH3:24])[CH2:17]2)[CH2:10][C@H:9]1[CH2:25][C:26]1[CH:31]=[CH:30][C:29]([CH3:32])=[C:28]([NH:33][CH2:34][N:35]2[CH:39]([OH:40])[CH2:38][CH2:37][C:36]2=[O:41])[CH:27]=1)=[O:7]. The catalyst class is: 16. (5) The catalyst class is: 61. Reactant: [NH2:1][C:2]1[CH:3]=[N:4][CH:5]=[CH:6][CH:7]=1.Cl[C:9](OC1C=CC([N+]([O-])=O)=CC=1)=[O:10].C(N(C(C)C)CC)(C)C.[Cl:30][C:31]1[CH:40]=[C:39]2[C:34]([C:35]([N:41]3[CH2:46][CH2:45][NH:44][CH2:43][CH2:42]3)=[CH:36][CH:37]=[N:38]2)=[CH:33][CH:32]=1. Product: [Cl:30][C:31]1[CH:40]=[C:39]2[C:34]([C:35]([N:41]3[CH2:46][CH2:45][N:44]([C:9]([NH:1][C:2]4[CH:3]=[N:4][CH:5]=[CH:6][CH:7]=4)=[O:10])[CH2:43][CH2:42]3)=[CH:36][CH:37]=[N:38]2)=[CH:33][CH:32]=1. (6) Reactant: [CH3:1][N:2]([CH3:10])[C:3]1[CH:9]=[CH:8][C:6]([NH2:7])=[CH:5][CH:4]=1.C(N(CC)CC)C.[Br:18][C:19]1[CH:20]=[C:21]([S:25](Cl)(=[O:27])=[O:26])[CH:22]=[CH:23][CH:24]=1. Product: [Br:18][C:19]1[CH:20]=[C:21]([S:25]([NH:7][C:6]2[CH:8]=[CH:9][C:3]([N:2]([CH3:10])[CH3:1])=[CH:4][CH:5]=2)(=[O:27])=[O:26])[CH:22]=[CH:23][CH:24]=1. The catalyst class is: 10. (7) Reactant: [C:1]([CH:3]1[CH2:8][CH2:7][CH2:6][NH:5][CH2:4]1)#[CH:2].C(N(CC)CC)C.Cl[C:17]([O:19][CH3:20])=[O:18]. Product: [C:1]([CH:3]1[CH2:8][CH2:7][CH2:6][N:5]([C:17]([O:19][CH3:20])=[O:18])[CH2:4]1)#[CH:2]. The catalyst class is: 46. (8) Reactant: [F:1][C:2]1[CH:10]=[C:9]2[C:5]([CH:6]=[CH:7][NH:8]2)=[CH:4][CH:3]=1.[CH3:11][C:12]([O:15][C:16](O[C:16]([O:15][C:12]([CH3:14])([CH3:13])[CH3:11])=[O:17])=[O:17])([CH3:14])[CH3:13]. Product: [F:1][C:2]1[CH:10]=[C:9]2[C:5]([CH:6]=[CH:7][N:8]2[C:16]([O:15][C:12]([CH3:14])([CH3:13])[CH3:11])=[O:17])=[CH:4][CH:3]=1. The catalyst class is: 64.